The task is: Predict the reactants needed to synthesize the given product.. This data is from Full USPTO retrosynthesis dataset with 1.9M reactions from patents (1976-2016). The reactants are: C(OC(=O)[NH:7][C:8]1([C:12]2[CH:17]=[CH:16][C:15]([C:18]3[C:19]([C:28]4[CH:33]=[CH:32][CH:31]=[CH:30][CH:29]=4)=[CH:20][C:21]4[N:22]([CH:24]=[C:25]([CH3:27])[N:26]=4)[N:23]=3)=[CH:14][CH:13]=2)[CH2:11][CH2:10][CH2:9]1)(C)(C)C.[ClH:35]. Given the product [ClH:35].[CH3:27][C:25]1[N:26]=[C:21]2[CH:20]=[C:19]([C:28]3[CH:29]=[CH:30][CH:31]=[CH:32][CH:33]=3)[C:18]([C:15]3[CH:16]=[CH:17][C:12]([C:8]4([NH2:7])[CH2:11][CH2:10][CH2:9]4)=[CH:13][CH:14]=3)=[N:23][N:22]2[CH:24]=1, predict the reactants needed to synthesize it.